This data is from Forward reaction prediction with 1.9M reactions from USPTO patents (1976-2016). The task is: Predict the product of the given reaction. (1) Given the reactants [OH:1][C:2]([C:4]([F:7])([F:6])[F:5])=[O:3].Cl[C:9]1[C:10]([F:45])=[C:11]([C@@H:15]([C@@H:24]2[CH2:29][CH2:28][CH2:27][N:26]([C:30](=[O:44])[NH:31][CH:32]([CH2:36][C@H:37]3[CH2:43][CH2:42][CH2:41][CH2:40][O:39][CH2:38]3)[CH2:33][NH:34][CH3:35])[CH2:25]2)[O:16][CH2:17][CH2:18][NH:19][C:20](=[O:23])[O:21][CH3:22])[CH:12]=[CH:13][CH:14]=1, predict the reaction product. The product is: [F:45][C:10]1[CH:9]=[CH:14][CH:13]=[CH:12][C:11]=1[C@@H:15]([C@@H:24]1[CH2:29][CH2:28][CH2:27][N:26]([C:30](=[O:44])[NH:31][CH:32]([CH2:36][C@H:37]2[CH2:43][CH2:42][CH2:41][CH2:40][O:39][CH2:38]2)[CH2:33][NH:34][CH3:35])[CH2:25]1)[O:16][CH2:17][CH2:18][NH:19][C:20](=[O:23])[O:21][CH3:22].[C:2]([OH:3])([C:4]([F:7])([F:6])[F:5])=[O:1]. (2) Given the reactants [Cl:1][C:2]1[CH:7]=[CH:6][C:5]([SH:8])=[CH:4][CH:3]=1.[H-].[Na+].[Cl:11][C:12]1[CH:17]=[C:16]([N+]([O-])=O)[CH:15]=[CH:14][N:13]=1, predict the reaction product. The product is: [Cl:11][C:12]1[CH:17]=[C:16]([S:8][C:5]2[CH:6]=[CH:7][C:2]([Cl:1])=[CH:3][CH:4]=2)[CH:15]=[CH:14][N:13]=1.